The task is: Regression. Given a peptide amino acid sequence and an MHC pseudo amino acid sequence, predict their binding affinity value. This is MHC class II binding data.. This data is from Peptide-MHC class II binding affinity with 134,281 pairs from IEDB. (1) The peptide sequence is TDISEMGANFKADRV. The MHC is DRB1_1501 with pseudo-sequence DRB1_1501. The binding affinity (normalized) is 0.142. (2) The peptide sequence is RSLSNKIKQKTKQIG. The MHC is HLA-DQA10201-DQB10301 with pseudo-sequence HLA-DQA10201-DQB10301. The binding affinity (normalized) is 0. (3) The peptide sequence is GILQAYDLRDAPETP. The MHC is HLA-DQA10501-DQB10201 with pseudo-sequence HLA-DQA10501-DQB10201. The binding affinity (normalized) is 0.294. (4) The peptide sequence is YDVPDYASLRSLVAS. The MHC is DRB1_1101 with pseudo-sequence DRB1_1101. The binding affinity (normalized) is 0.718. (5) The peptide sequence is LSQLQTYMIQFDQYI. The MHC is DRB1_0301 with pseudo-sequence DRB1_0301. The binding affinity (normalized) is 0.0824.